Binary Classification. Given a drug SMILES string, predict its activity (active/inactive) in a high-throughput screening assay against a specified biological target. From a dataset of HIV replication inhibition screening data with 41,000+ compounds from the AIDS Antiviral Screen. (1) The molecule is Cc1cc(C)nc(NS(=O)(=O)c2ccc(NNc3c4ccccc4nc4c(C(=O)Nc5ccc(S(N)(=O)=O)cc5)cccc34)cc2)n1. The result is 0 (inactive). (2) The compound is CN(C)c1ccc(C=c2[nH]c(=O)c(=Cc3ccc(N(C)C)cc3)[nH]c2=O)cc1. The result is 0 (inactive). (3) The drug is O=[N+]([O-])c1ccc(N=Cc2ccc(O)cc2)cc1. The result is 0 (inactive). (4) The drug is Nc1nc(SSc2nc(N)nc3c2ncn3C2OC(CO)C(O)C2O)c2ncn(C3OC(CO)C(O)C3O)c2n1. The result is 0 (inactive). (5) The molecule is Nc1ccc(C(=O)NN2C(=O)C(Cl)C2c2cc(Br)ccc2O)cc1. The result is 0 (inactive). (6) The molecule is O=C(CC1(O)C(=O)Nc2c(Cl)ccc(Cl)c21)c1ccc(Cl)cc1. The result is 0 (inactive). (7) The molecule is CCCCCCCCCCC(O)CCCCCCC(=O)O. The result is 0 (inactive).